From a dataset of Reaction yield outcomes from USPTO patents with 853,638 reactions. Predict the reaction yield, written as a fraction of the theoretical maximum amount of product (1.0 means a 100% yield; for example, 0.34 means a 34% yield). (1) The product is [F:1][C:2]1[CH:7]=[CH:6][CH:5]=[CH:4][C:3]=1[NH:8][C:9]1[O:13][C:12]([C:14]([NH:16][CH:17]2[CH2:18][CH2:19][NH:20][CH2:21][CH2:22]2)=[O:15])=[N:11][N:10]=1. The catalyst is Cl.O1CCOCC1. The reactants are [F:1][C:2]1[CH:7]=[CH:6][CH:5]=[CH:4][C:3]=1[NH:8][C:9]1[O:13][C:12]([C:14]([NH:16][CH:17]2[CH2:22][CH2:21][N:20](C(OC(C)(C)C)=O)[CH2:19][CH2:18]2)=[O:15])=[N:11][N:10]=1. The yield is 0.660. (2) The reactants are [Br:1][C:2]1[CH:7]=[CH:6][C:5]([Cl:8])=[CH:4][C:3]=1[OH:9].[OH-].[Na+].[Br:12][CH2:13][CH2:14]Br. The catalyst is O. The product is [Br:1][C:2]1[CH:7]=[CH:6][C:5]([Cl:8])=[CH:4][C:3]=1[O:9][CH2:14][CH2:13][Br:12]. The yield is 0.330. (3) The product is [CH3:1][N:2]1[CH2:7][CH2:6][N:5]([C:8]2[CH:13]=[CH:12][C:11]([NH2:14])=[N:10][CH:9]=2)[CH2:4][CH2:3]1. The yield is 0.867. The reactants are [CH3:1][N:2]1[CH2:7][CH2:6][N:5]([C:8]2[CH:9]=[N:10][C:11]([N+:14]([O-])=O)=[CH:12][CH:13]=2)[CH2:4][CH2:3]1. The catalyst is CO.[Pd]. (4) The reactants are [CH2:1]([O:8][CH2:9][C@@H:10]([O:15][C:16]1[CH:21]=[CH:20][C:19]([F:22])=[C:18]([C:23](=[O:25])[NH2:24])[C:17]=1[F:26])[C:11]([O:13]C)=[O:12])[C:2]1[CH:7]=[CH:6][CH:5]=[CH:4][CH:3]=1.[OH-].[Li+].O. The catalyst is C1COCC1. The product is [CH2:1]([O:8][CH2:9][C@@H:10]([O:15][C:16]1[CH:21]=[CH:20][C:19]([F:22])=[C:18]([C:23](=[O:25])[NH2:24])[C:17]=1[F:26])[C:11]([OH:13])=[O:12])[C:2]1[CH:3]=[CH:4][CH:5]=[CH:6][CH:7]=1. The yield is 0.980. (5) The reactants are [N:1]1([CH2:5][C@@H:6]([NH2:10])[CH:7]([CH3:9])[CH3:8])[CH2:4][CH2:3][CH2:2]1.[CH:11](=O)[CH3:12].[Na].O. The catalyst is C(Cl)Cl. The product is [N:1]1([CH2:5][C@@H:6]([NH:10][CH2:11][CH3:12])[CH:7]([CH3:9])[CH3:8])[CH2:4][CH2:3][CH2:2]1. The yield is 0.200. (6) The reactants are [NH2:1][CH2:2][C:3]1[N:4]=[N:5][N:6]([CH2:8][C@@H:9]2[C@H:12]([NH:13][C:14](=[O:30])/[C:15](=[N:22]\[O:23][C:24]([CH3:29])([CH3:28])[C:25]([OH:27])=[O:26])/[C:16]3[N:17]=[C:18]([NH2:21])[S:19][CH:20]=3)[C:11](=[O:31])[N:10]2[S:32]([OH:35])(=[O:34])=[O:33])[N:7]=1.Cl.[N:37]1([C:42](N)=[NH:43])C=CC=N1.CCN(C(C)C)C(C)C. The catalyst is CN(C=O)C. The product is [NH2:21][C:18]1[S:19][CH:20]=[C:16](/[C:15](=[N:22]/[O:23][C:24]([CH3:29])([CH3:28])[C:25]([OH:27])=[O:26])/[C:14]([NH:13][C@@H:12]2[C:11](=[O:31])[N:10]([S:32]([OH:35])(=[O:34])=[O:33])[C@@H:9]2[CH2:8][N:6]2[N:5]=[N:4][C:3]([CH2:2][NH:1][C:42]([NH2:43])=[NH:37])=[N:7]2)=[O:30])[N:17]=1. The yield is 0.450. (7) The reactants are [Br:1][C:2]1[CH:13]=[C:6]2[C:7]([O:9][C:10](=[O:12])[NH:11][C:5]2=[CH:4][CH:3]=1)=O.[CH2:14]([NH:21][CH2:22]C(O)=O)[C:15]1[CH:20]=[CH:19][CH:18]=[CH:17][CH:16]=1.CS(C)=O. The catalyst is O. The product is [CH2:14]([N:21]1[C:7](=[O:9])[C:6]2[CH:13]=[C:2]([Br:1])[CH:3]=[CH:4][C:5]=2[NH:11][C:10](=[O:12])[CH2:22]1)[C:15]1[CH:20]=[CH:19][CH:18]=[CH:17][CH:16]=1. The yield is 0.980. (8) The product is [OH:2][C:3]1[CH:4]=[CH:5][C:6]2[C:10]([O:11][C:12]3[CH:17]=[CH:16][C:15]([CH2:18][CH2:19][C:20]([OH:22])=[O:21])=[CH:14][CH:13]=3)=[C:9]([C:27]3[CH:28]=[CH:29][C:30]([OH:33])=[CH:31][CH:32]=3)[S:8][C:7]=2[CH:35]=1. The yield is 0.310. The reactants are C[O:2][C:3]1[CH:4]=[CH:5][C:6]2[C:10]([O:11][C:12]3[CH:17]=[CH:16][C:15]([CH2:18][CH2:19][C:20]([O:22]C(C)(C)C)=[O:21])=[CH:14][CH:13]=3)=[C:9]([C:27]3[CH:32]=[CH:31][C:30]([O:33]C)=[CH:29][CH:28]=3)[S:8][C:7]=2[CH:35]=1.B(Br)(Br)Br. The catalyst is C(Cl)Cl. (9) No catalyst specified. The product is [CH3:26][C:25]([Si:22]([CH3:24])([CH3:23])[O:29][CH2:10][CH2:9][NH:11][C@@H:12]1[C:21]2[N:20]=[CH:19][CH:18]=[CH:17][C:16]=2[CH2:15][CH2:14][CH2:13]1)([CH3:28])[CH3:27]. The yield is 0.350. The reactants are COC1C=CC([C@@H:9]([NH:11][C@@H:12]2[C:21]3[N:20]=[CH:19][CH:18]=[CH:17][C:16]=3[CH2:15][CH2:14][CH2:13]2)[CH3:10])=CC=1.[Si:22]([O:29]CC=O)([C:25]([CH3:28])([CH3:27])[CH3:26])([CH3:24])[CH3:23].CN([C@H](C1C=CC(OC)=CC=1)C)[C@@H]1C2N=CC=CC=2CCC1.CN[C@H]1C2N=CC=CC=2CCC1. (10) The reactants are [Br:1][C:2]1[C:11]([O:12][C:13]2[CH:18]=[CH:17][C:16]([F:19])=[CH:15][C:14]=2[F:20])=[CH:10]C2N[C:7](=O)[NH:8][C:4]=2[CH:3]=1.[H-].[Na+].CI.[CH3:25][N:26]([CH3:29])[CH:27]=[O:28]. The catalyst is O. The product is [Br:1][C:2]1[C:11]([O:12][C:13]2[CH:18]=[CH:17][C:16]([F:19])=[CH:15][C:14]=2[F:20])=[CH:10][C:25]2[N:26]([CH3:29])[C:27](=[O:28])[N:8]([CH3:7])[C:4]=2[CH:3]=1. The yield is 0.940.